This data is from Full USPTO retrosynthesis dataset with 1.9M reactions from patents (1976-2016). The task is: Predict the reactants needed to synthesize the given product. (1) The reactants are: C([O:3][C:4]([C:6]1[N:7]=[C:8]([CH:11]2[CH2:16][CH2:15][N:14]([C:17](=[O:29])[CH2:18][N:19]3[C:23]([CH3:24])=[CH:22][C:21]([C:25]([F:28])([F:27])[F:26])=[N:20]3)[CH2:13][CH2:12]2)[S:9][CH:10]=1)=[O:5])C.[OH-].[Na+].Cl. Given the product [CH3:24][C:23]1[N:19]([CH2:18][C:17]([N:14]2[CH2:15][CH2:16][CH:11]([C:8]3[S:9][CH:10]=[C:6]([C:4]([OH:5])=[O:3])[N:7]=3)[CH2:12][CH2:13]2)=[O:29])[N:20]=[C:21]([C:25]([F:28])([F:26])[F:27])[CH:22]=1, predict the reactants needed to synthesize it. (2) The reactants are: [NH2:1][C@H:2]([CH3:5])[CH2:3][OH:4].[NH2:6][C:7]1[CH:14]=[CH:13][CH:12]=[C:11](F)[C:8]=1[C:9]#[N:10]. Given the product [NH2:6][C:7]1[CH:14]=[CH:13][CH:12]=[C:11]([O:4][CH2:3][C@H:2]([NH2:1])[CH3:5])[C:8]=1[C:9]#[N:10], predict the reactants needed to synthesize it. (3) Given the product [CH3:26][N:27]([C@H:28]([C:30]1[CH:35]=[CH:34][CH:33]=[CH:32][CH:31]=1)[CH3:29])[C:2]1[C:3](=[O:16])[NH:4][C:5]2[C:10]([N:11]=1)=[CH:9][C:8]([C:12]([O:14][CH3:15])=[O:13])=[CH:7][CH:6]=2, predict the reactants needed to synthesize it. The reactants are: Cl[C:2]1[C:3](=[O:16])[NH:4][C:5]2[C:10]([N:11]=1)=[CH:9][C:8]([C:12]([O:14][CH3:15])=[O:13])=[CH:7][CH:6]=2.CCN(C(C)C)C(C)C.[CH3:26][NH:27][C@H:28]([C:30]1[CH:35]=[CH:34][CH:33]=[CH:32][CH:31]=1)[CH3:29]. (4) The reactants are: [C:1]([N:8]1[CH2:13][CH2:12][NH:11][CH2:10][CH2:9]1)([O:3][C:4]([CH3:7])([CH3:6])[CH3:5])=[O:2].[C:14](=[O:16])=[O:15].C(=O)([O-])O.C([N+](CCCC)(CCCC)CCCC)CCC.[F:38][C:39]1[CH:46]=[CH:45][CH:44]=[CH:43][C:40]=1[CH2:41]Cl. Given the product [F:38][C:39]1[CH:46]=[CH:45][CH:44]=[CH:43][C:40]=1[CH2:41][O:15][C:14]([N:11]1[CH2:10][CH2:9][N:8]([C:1]([O:3][C:4]([CH3:7])([CH3:6])[CH3:5])=[O:2])[CH2:13][CH2:12]1)=[O:16], predict the reactants needed to synthesize it. (5) Given the product [ClH:12].[CH3:14][O:8][C:7](=[O:9])[C@H:4]1[CH2:3][C@@H:2]([OH:1])[CH2:6][NH:5]1, predict the reactants needed to synthesize it. The reactants are: [OH:1][C@H:2]1[CH2:6][NH:5][C@@H:4]([C:7]([OH:9])=[O:8])[CH2:3]1.S(Cl)([Cl:12])=O.[CH3:14]O.